Dataset: Experimentally validated miRNA-target interactions with 360,000+ pairs, plus equal number of negative samples. Task: Binary Classification. Given a miRNA mature sequence and a target amino acid sequence, predict their likelihood of interaction. (1) The miRNA is hsa-miR-520d-5p with sequence CUACAAAGGGAAGCCCUUUC. The protein sequence of the target gene is MVQKYQSPVRVYKYPFELIMAAYERRFPTCPLIPMFVGSDTVNEFKSEDGAIHVIERRCKLDVDAPRLLKKIAGVDYVYFVQKNSLNSRERTLHIEAYNETFSNRVIINEHCCYTVHPENEDWTCFEQSASLDIKSFFGFESTVEKIAMKQYTSNIKKGKEIIEYYLRQLEEEGITFVPRWSPPSITTSSETSSSSSKKQAASMAVVIPEAALKEGLSGDALSSPSAPEPVVGTPDDKLDADYIKRYLGDLTPLQESCLIRLRQWLQETHKGKIPKDEHILRFLRARDFNIDKAREIMCQ.... Result: 0 (no interaction). (2) The miRNA is mmu-miR-3063-3p with sequence UGAGGAAUCCUGAUCUCUCGCC. The protein sequence of the target gene is MSQASKRKHVVQEVLGEHMVPSDHQQIVKVLRTPGNNLHEVETAQGQRFLVSMPSKYRKNIWIKRGDFLIVDPIEEGEKVKAEISFVLCKNHVRSLQKEGHWPEAFSEVAEKQNNMNRESQPELPAEPQLSGEGSSSEDDSDLFVNTNHRQYHESEEESEEDEEEEEEAA. Result: 0 (no interaction). (3) The miRNA is hsa-miR-506-5p with sequence UAUUCAGGAAGGUGUUACUUAA. The protein sequence of the target gene is MTKTTTCVYHFLVLNWYIFLNYHIPQIGRNEEKLREFHDGGRSKYLTLLNLLLQAIFFGVACLDDVLKRVIGRKDIKFVTSFRDLLFTTMAFPISTFVFLVFWTLFHYDRSLVYPKGLDDFFPAWVNHAMHTSIFPFSLFETILRPHNYPSKKLGLTLLGAFNFAYIIRILWRYVQTGNWVYPVFDSLSPLGIIIFFSAAYILVAGIYLFGEKINHWKWGAIAKPQMKKN. Result: 0 (no interaction). (4) The miRNA is mmu-miR-7229-3p with sequence UACACAGACCAGUGACUUUCUGCA. The protein sequence of the target gene is MSGCGLFLRTTAAARACRGLVVSTANRRLLRTSPPVRAFAKELFLGKIKKKEVFPFPEVSQDELNEINQFLGPVEKFFTEEVDSRKIDQEGKIPDETLEKLKSLGLFGLQVPEEYGGLGFSNTMYSRLGEIISMDGSITVTLAAHQAIGLKGIILAGTEEQKAKYLPKLASGEHIAAFCLTEPASGSDAASIRSRATLSEDKKHYILNGSKVWITNGGLANIFTVFAKTEVVDSDGSVKDKITAFIVERDFGGVTNGKPEDKLGIRGSNTCEVHFENTKIPVENILGEVGDGFKVAMNIL.... Result: 0 (no interaction). (5) The miRNA is hsa-miR-8064 with sequence AGCACACUGAGCGAGCGGAC. The protein sequence of the target gene is MSILIIEAFYGGSHKQLVDLLQEELGDCVVYTLPAKKWHWRARTSALYFSQTIPISEHYRTLFASSVLNLTELAALRPDLGKLKKILYFHENQLIYPVKKCQERDFQYGYNQILSCLVADVVVFNSVFNMESFLTSMGKFMKLIPDHRPKDLESIIRPKCQVIYFPIRFPDVSRFMPKHKTTHLKKMLGLKGNGGAVLSMALPFQPEQRDSEDLLKNFNSECDTHCGLDTARQEYLGNSLRQESDLKKSTSSDNSSSHHGENKQNLTVDPCDILGGVDNQQRLLHIVWPHRWEHDKDPES.... Result: 1 (interaction). (6) The miRNA is hsa-miR-30b-3p with sequence CUGGGAGGUGGAUGUUUACUUC. The protein sequence of the target gene is MAASPSKTEIQTIFKRLRAIPTNKACFDCGAKSPSWASITYGVFLCIDCSGVHRSLGVHLSFIRSTELDSNWSWLQLRCMQVGGNANATAFFRQHGCMANDANTKYTSRAAQMYREKIRQLGSAALTRHGTDLWIDSMNSAPSHSPEKKDSDFFTEHTQAPAWDTAATDPSGTQQPALPSESSSLAQPEQGPNTDLLGTSPQASLELKSSIIGKKKPAAAKKGLGAKKGLGAQKVSNQSFTEIERQAQVAEKLREQQAADAKKQAEESMVASMRLAYQELQIDRKKEEKKLQNLEGKKRE.... Result: 0 (no interaction). (7) The miRNA is hsa-let-7b-5p with sequence UGAGGUAGUAGGUUGUGUGGUU. The protein sequence of the target gene is MAMDQVNALCEQLVKAVTVMMDPNSTQRYRLEALKFCEEFKEKCPICVPCGLRLAEKTQVAIVRHFGLQILEHVVKFRWNGMSRLEKVYLKNSVMELIANGTLNILEEENHIKDALSRIVVEMIKREWPQHWPDMLIELDTLSKQGETQTELVMFILLRLAEDVVTFQTLPPQRRRDIQQTLTQNMERIFSFLLNTLQENVNKYQQVKTDTSQESKAQANCRVGVAALNTLAGYIDWVSMSHITAENCKLLEILCLLLNEQELQLGAAECLLIAVSRKGKLEDRKPLMVLFGDVAMHYIL.... Result: 1 (interaction).